This data is from Full USPTO retrosynthesis dataset with 1.9M reactions from patents (1976-2016). The task is: Predict the reactants needed to synthesize the given product. (1) Given the product [CH3:1][O:2][C:3]1[CH:4]=[C:5]2[C:10](=[CH:11][C:12]=1[O:13][CH3:14])[N:9]=[CH:8][CH:7]=[C:6]2[N:15]1[CH2:21][C:20]2[CH:22]=[C:23]([C:31]3[CH:32]=[CH:33][C:28]([NH2:27])=[C:29]([N+:43]([O-:45])=[O:44])[CH:30]=3)[CH:24]=[CH:25][C:19]=2[O:18][CH2:17][CH2:16]1, predict the reactants needed to synthesize it. The reactants are: [CH3:1][O:2][C:3]1[CH:4]=[C:5]2[C:10](=[CH:11][C:12]=1[O:13][CH3:14])[N:9]=[CH:8][CH:7]=[C:6]2[N:15]1[CH2:21][C:20]2[CH:22]=[C:23](Br)[CH:24]=[CH:25][C:19]=2[O:18][CH2:17][CH2:16]1.[NH2:27][C:28]1[CH:33]=[CH:32][C:31](B2OC(C)(C)C(C)(C)O2)=[CH:30][C:29]=1[N+:43]([O-:45])=[O:44].C(=O)([O-])[O-].[K+].[K+].C(OCC)(=O)C. (2) Given the product [C:1]([C:4]1[C:5]([C:20](=[O:22])[CH3:21])=[C:6]([CH3:19])[N:7]([C:10]2[CH:15]=[CH:14][C:13]([O:16][CH2:30][CH3:31])=[C:12]([CH3:17])[C:11]=2[CH3:18])[C:8]=1[CH3:9])(=[O:3])[CH3:2], predict the reactants needed to synthesize it. The reactants are: [C:1]([C:4]1[C:5]([C:20](=[O:22])[CH3:21])=[C:6]([CH3:19])[N:7]([C:10]2[CH:15]=[CH:14][C:13]([OH:16])=[C:12]([CH3:17])[C:11]=2[CH3:18])[C:8]=1[CH3:9])(=[O:3])[CH3:2].C([O-])([O-])=O.[K+].[K+].Br[CH2:30][CH3:31].